From a dataset of Reaction yield outcomes from USPTO patents with 853,638 reactions. Predict the reaction yield, written as a fraction of the theoretical maximum amount of product (1.0 means a 100% yield; for example, 0.34 means a 34% yield). The reactants are [CH2:1]([O:3][C:4]1[CH:5]=[C:6]2[C:11](=[C:12]3[CH2:16][C:15]([CH3:18])([CH3:17])[O:14][C:13]=13)[C:10]([C:19]1[CH:28]=[CH:27][C:22]([C:23]([O:25][CH3:26])=[O:24])=[C:21]([N:29]([CH2:36][C:37]3[CH:42]=[CH:41][CH:40]=[CH:39][CH:38]=3)C(=O)C(F)(F)F)[CH:20]=1)=[N:9][C:8]([CH3:44])([CH3:43])[CH2:7]2)[CH3:2].C(=O)([O-])[O-].[K+].[K+]. The yield is 0.750. The catalyst is CO. The product is [CH2:1]([O:3][C:4]1[CH:5]=[C:6]2[C:11](=[C:12]3[CH2:16][C:15]([CH3:18])([CH3:17])[O:14][C:13]=13)[C:10]([C:19]1[CH:28]=[CH:27][C:22]([C:23]([O:25][CH3:26])=[O:24])=[C:21]([NH:29][CH2:36][C:37]3[CH:38]=[CH:39][CH:40]=[CH:41][CH:42]=3)[CH:20]=1)=[N:9][C:8]([CH3:43])([CH3:44])[CH2:7]2)[CH3:2].